From a dataset of Full USPTO retrosynthesis dataset with 1.9M reactions from patents (1976-2016). Predict the reactants needed to synthesize the given product. (1) Given the product [F:1][C:2]1[CH:19]=[CH:18][C:5]([C:6]([NH:8][C:9]2[CH:14]=[C:13]([F:15])[C:12]([F:16])=[C:11]([F:17])[CH:10]=2)=[O:7])=[CH:4][C:3]=1[S:20][C@@H:21]1[CH2:27][CH2:26][CH2:25][CH2:24][C@@:23]([OH:28])([CH3:29])[CH2:22]1, predict the reactants needed to synthesize it. The reactants are: [F:1][C:2]1[CH:19]=[CH:18][C:5]([C:6]([NH:8][C:9]2[CH:14]=[C:13]([F:15])[C:12]([F:16])=[C:11]([F:17])[CH:10]=2)=[O:7])=[CH:4][C:3]=1[S:20][CH:21]1[CH2:27][CH2:26][CH2:25][CH2:24][C:23](=[O:28])[CH2:22]1.[CH3:29][Mg]Br. (2) Given the product [CH3:1][N:2]1[CH:6]=[C:5]([NH:7][C:8]([C:10]2[N:11]=[C:12]([C:15]3[CH:20]=[CH:19][N:18]=[C:17]([NH:21][CH2:22][C:23]([F:25])([F:26])[F:24])[CH:16]=3)[O:13][CH:14]=2)=[O:9])[C:4]([N:27]2[CH2:31][CH2:30][C@H:29]([CH3:32])[C:28]2=[O:33])=[N:3]1, predict the reactants needed to synthesize it. The reactants are: [CH3:1][N:2]1[CH:6]=[C:5]([NH:7][C:8]([C:10]2[N:11]=[C:12]([C:15]3[CH:20]=[CH:19][N:18]=[C:17]([NH:21][CH2:22][C:23]([F:26])([F:25])[F:24])[CH:16]=3)[O:13][CH:14]=2)=[O:9])[C:4]([N:27]2[CH2:31][CH2:30][CH:29]([CH3:32])[C:28]2=[O:33])=[N:3]1. (3) Given the product [CH2:1]([N:8]([CH2:30][C:31]1[CH:36]=[CH:35][CH:34]=[CH:33][CH:32]=1)[C:9]1[CH:14]=[CH:13][C:12]([C:15]2[CH:24]=[C:23]3[C:18]([CH:19]=[CH:20][CH:21]=[N:22]3)=[C:17]([N:37]3[CH2:42][CH2:41][O:40][CH2:39][CH2:38]3)[N:16]=2)=[CH:11][C:10]=1[C:26]([F:29])([F:28])[F:27])[C:2]1[CH:7]=[CH:6][CH:5]=[CH:4][CH:3]=1, predict the reactants needed to synthesize it. The reactants are: [CH2:1]([N:8]([CH2:30][C:31]1[CH:36]=[CH:35][CH:34]=[CH:33][CH:32]=1)[C:9]1[CH:14]=[CH:13][C:12]([C:15]2[CH:24]=[C:23]3[C:18]([CH:19]=[CH:20][CH:21]=[N:22]3)=[C:17](Cl)[N:16]=2)=[CH:11][C:10]=1[C:26]([F:29])([F:28])[F:27])[C:2]1[CH:7]=[CH:6][CH:5]=[CH:4][CH:3]=1.[NH:37]1[CH2:42][CH2:41][O:40][CH2:39][CH2:38]1. (4) The reactants are: [CH3:1][C:2]([CH3:17])([CH2:10][C:11]1[CH:16]=[CH:15][CH:14]=[CH:13][CH:12]=1)[CH2:3][CH2:4][C:5]([O:7]CC)=[O:6].[OH-].[Na+].O.CO. Given the product [CH3:1][C:2]([CH3:17])([CH2:10][C:11]1[CH:16]=[CH:15][CH:14]=[CH:13][CH:12]=1)[CH2:3][CH2:4][C:5]([OH:7])=[O:6], predict the reactants needed to synthesize it. (5) Given the product [NH2:36][C:19]1[C:20]([C:22]2[CH:34]=[CH:33][C:25]([C:26]([OH:28])=[O:27])=[C:24]([F:35])[CH:23]=2)=[N:21][C:16]([CH:13]2[CH2:14][CH2:15][CH:10]([O:9][C:1](=[O:8])[C:2]3[CH:7]=[CH:6][CH:5]=[CH:4][CH:3]=3)[C:11]([F:51])([F:52])[CH2:12]2)=[CH:17][N:18]=1, predict the reactants needed to synthesize it. The reactants are: [C:1]([O:9][CH:10]1[CH2:15][CH2:14][CH:13]([C:16]2[N:21]=[C:20]([C:22]3[CH:34]=[CH:33][C:25]([C:26]([O:28]C(C)(C)C)=[O:27])=[C:24]([F:35])[CH:23]=3)[C:19]([N:36](C(OC(C)(C)C)=O)C(OC(C)(C)C)=O)=[N:18][CH:17]=2)[CH2:12][C:11]1([F:52])[F:51])(=[O:8])[C:2]1[CH:7]=[CH:6][CH:5]=[CH:4][CH:3]=1.C(O)(C(F)(F)F)=O. (6) Given the product [Cl:12][C:9]1[CH:10]=[CH:11][C:6]([O:5][CH2:4][CH2:3][CH2:2][NH:1][C:25](=[O:36])[CH2:24][N:27]([CH3:30])[CH3:28])=[C:7]([NH:13][C:14]([NH:16][C:17]2[CH:22]=[N:21][C:20]([CH3:23])=[CH:19][N:18]=2)=[O:15])[CH:8]=1, predict the reactants needed to synthesize it. The reactants are: [NH2:1][CH2:2][CH2:3][CH2:4][O:5][C:6]1[CH:11]=[CH:10][C:9]([Cl:12])=[CH:8][C:7]=1[NH:13][C:14]([NH:16][C:17]1[CH:22]=[N:21][C:20]([CH3:23])=[CH:19][N:18]=1)=[O:15].[CH:24]([N:27]([CH:30](C)C)[CH2:28]C)(C)[CH3:25].ClCC(Cl)=[O:36].CNC.